From a dataset of NCI-60 drug combinations with 297,098 pairs across 59 cell lines. Regression. Given two drug SMILES strings and cell line genomic features, predict the synergy score measuring deviation from expected non-interaction effect. (1) Drug 1: C1=CC(=CC=C1C#N)C(C2=CC=C(C=C2)C#N)N3C=NC=N3. Drug 2: CC1=C(C(=CC=C1)Cl)NC(=O)C2=CN=C(S2)NC3=CC(=NC(=N3)C)N4CCN(CC4)CCO. Cell line: MALME-3M. Synergy scores: CSS=-6.40, Synergy_ZIP=3.11, Synergy_Bliss=0.688, Synergy_Loewe=-6.78, Synergy_HSA=-8.16. (2) Drug 1: CCCCCOC(=O)NC1=NC(=O)N(C=C1F)C2C(C(C(O2)C)O)O. Drug 2: C1CN(P(=O)(OC1)NCCCl)CCCl. Cell line: OVCAR-4. Synergy scores: CSS=-4.37, Synergy_ZIP=2.16, Synergy_Bliss=0.567, Synergy_Loewe=-5.97, Synergy_HSA=-5.70. (3) Drug 1: CC(CN1CC(=O)NC(=O)C1)N2CC(=O)NC(=O)C2. Drug 2: C1=NC2=C(N=C(N=C2N1C3C(C(C(O3)CO)O)O)F)N. Cell line: MALME-3M. Synergy scores: CSS=18.1, Synergy_ZIP=-2.11, Synergy_Bliss=1.72, Synergy_Loewe=0.712, Synergy_HSA=1.82. (4) Drug 1: C1CC(=O)NC(=O)C1N2CC3=C(C2=O)C=CC=C3N. Drug 2: C1CN(P(=O)(OC1)NCCCl)CCCl. Cell line: OVCAR-5. Synergy scores: CSS=0.208, Synergy_ZIP=-0.0717, Synergy_Bliss=-0.377, Synergy_Loewe=-0.477, Synergy_HSA=-1.76. (5) Drug 1: C1=NC2=C(N=C(N=C2N1C3C(C(C(O3)CO)O)F)Cl)N. Drug 2: CCN(CC)CCCC(C)NC1=C2C=C(C=CC2=NC3=C1C=CC(=C3)Cl)OC. Cell line: BT-549. Synergy scores: CSS=7.54, Synergy_ZIP=-6.90, Synergy_Bliss=-3.83, Synergy_Loewe=-2.51, Synergy_HSA=-1.66. (6) Drug 1: CN(C)N=NC1=C(NC=N1)C(=O)N. Drug 2: C1=NNC2=C1C(=O)NC=N2. Cell line: MDA-MB-435. Synergy scores: CSS=-4.95, Synergy_ZIP=2.20, Synergy_Bliss=-0.0407, Synergy_Loewe=-5.22, Synergy_HSA=-4.68.